Dataset: Catalyst prediction with 721,799 reactions and 888 catalyst types from USPTO. Task: Predict which catalyst facilitates the given reaction. Reactant: [Br:1][C:2]1[CH:7]=[C:6]([O:8][CH2:9][CH:10]2[CH2:12][CH2:11]2)[C:5]([Cl:13])=[CH:4][C:3]=1[N+:14]([O-])=O.Cl[Sn]Cl.C([O-])([O-])=O.[Na+].[Na+]. Product: [Br:1][C:2]1[CH:7]=[C:6]([O:8][CH2:9][CH:10]2[CH2:11][CH2:12]2)[C:5]([Cl:13])=[CH:4][C:3]=1[NH2:14]. The catalyst class is: 14.